From a dataset of Full USPTO retrosynthesis dataset with 1.9M reactions from patents (1976-2016). Predict the reactants needed to synthesize the given product. (1) Given the product [Cl:18][CH2:19][CH2:20][O:11][C:3]1[CH:4]=[CH:5][CH:6]=[C:7]([N+:8]([O-:10])=[O:9])[C:2]=1[NH2:1], predict the reactants needed to synthesize it. The reactants are: [NH2:1][C:2]1[C:7]([N+:8]([O-:10])=[O:9])=[CH:6][CH:5]=[CH:4][C:3]=1[OH:11].C(=O)([O-])[O-].[K+].[K+].[Cl:18][CH:19](Cl)[CH3:20]. (2) Given the product [CH:1]([OH:3])=[O:78].[C:1]([N:4]1[C:13]2[C:8](=[CH:9][C:10]([C:14]3[CH:19]=[CH:18][C:17]([CH2:20][N:21]4[CH2:26][CH2:25][CH2:24][CH2:23][CH2:22]4)=[CH:16][CH:15]=3)=[CH:11][CH:12]=2)[C@H:7]([NH:27][C:82]2[CH:87]=[CH:86][CH:85]=[CH:84][N:83]=2)[CH2:6][C@@H:5]1[CH3:28])(=[O:3])[CH3:2], predict the reactants needed to synthesize it. The reactants are: [C:1]([N:4]1[C:13]2[C:8](=[CH:9][C:10]([C:14]3[CH:19]=[CH:18][C:17]([CH2:20][N:21]4[CH2:26][CH2:25][CH2:24][CH2:23][CH2:22]4)=[CH:16][CH:15]=3)=[CH:11][CH:12]=2)[C@H:7]([NH2:27])[CH2:6][C@@H:5]1[CH3:28])(=[O:3])[CH3:2].C1C=CC(P(C2C(C3C(P(C4C=CC=CC=4)C4C=CC=CC=4)=CC=C4C=3C=CC=C4)=C3C(C=CC=C3)=CC=2)C2C=CC=CC=2)=CC=1.CC(C)([O-:78])C.[Na+].Cl[C:82]1[CH:87]=[CH:86][CH:85]=[CH:84][N:83]=1.